From a dataset of Full USPTO retrosynthesis dataset with 1.9M reactions from patents (1976-2016). Predict the reactants needed to synthesize the given product. Given the product [OH:8][C:9]1[CH:14]=[CH:13][C:12]([C:15]([N:17]2[CH2:18][CH2:19][N:20]([CH3:23])[CH2:21][CH2:22]2)=[O:16])=[C:11]([O:24][CH3:25])[CH:10]=1, predict the reactants needed to synthesize it. The reactants are: C([O:8][C:9]1[CH:14]=[CH:13][C:12]([C:15]([N:17]2[CH2:22][CH2:21][N:20]([CH3:23])[CH2:19][CH2:18]2)=[O:16])=[C:11]([O:24][CH3:25])[CH:10]=1)C1C=CC=CC=1.C([O-])=O.[NH4+].CO.